This data is from Reaction yield outcomes from USPTO patents with 853,638 reactions. The task is: Predict the reaction yield, written as a fraction of the theoretical maximum amount of product (1.0 means a 100% yield; for example, 0.34 means a 34% yield). (1) The reactants are [CH3:1][C:2]1[CH:7]=[C:6]([CH3:8])[NH:5][C:4](=[O:9])[C:3]=1[CH2:10][NH:11][C:12]([C:14]1[CH:22]=[C:21]([C:23]2[CH:32]=[CH:31][C:26]([C:27]([O:29]C)=[O:28])=[CH:25][CH:24]=2)[CH:20]=[C:19]2[C:15]=1[C:16]([CH3:36])=[CH:17][N:18]2[CH:33]([CH3:35])[CH3:34])=[O:13].[OH-].[Na+]. The catalyst is CO.C1COCC1. The product is [CH3:1][C:2]1[CH:7]=[C:6]([CH3:8])[NH:5][C:4](=[O:9])[C:3]=1[CH2:10][NH:11][C:12]([C:14]1[CH:22]=[C:21]([C:23]2[CH:24]=[CH:25][C:26]([C:27]([OH:29])=[O:28])=[CH:31][CH:32]=2)[CH:20]=[C:19]2[C:15]=1[C:16]([CH3:36])=[CH:17][N:18]2[CH:33]([CH3:34])[CH3:35])=[O:13]. The yield is 0.395. (2) The reactants are [CH:1]1[C:10]2[C:5](=[CH:6][CH:7]=[CH:8][CH:9]=2)[CH:4]=[CH:3][C:2]=1[C@@H:11]([N:13]1[CH2:18][CH2:17][CH:16]([NH2:19])[CH2:15][CH2:14]1)[CH3:12].C(N(C(C)C)CC)(C)C.[Cl:29][C:30]1[CH:31]=[C:32]2[C:37](=[CH:38][CH:39]=1)[O:36][C:35](=[O:40])[CH:34]=[C:33]2OS(C(F)(F)F)(=O)=O. The catalyst is C1COCC1. The product is [Cl:29][C:30]1[CH:31]=[C:32]2[C:37](=[CH:38][CH:39]=1)[O:36][C:35](=[O:40])[CH:34]=[C:33]2[NH:19][CH:16]1[CH2:17][CH2:18][N:13]([C@H:11]([C:2]2[CH:3]=[CH:4][C:5]3[C:10](=[CH:9][CH:8]=[CH:7][CH:6]=3)[CH:1]=2)[CH3:12])[CH2:14][CH2:15]1. The yield is 0.250. (3) The yield is 0.628. The reactants are [Si:1]([O:8][CH2:9][C:10]1[CH:15]=[C:14]([C:16]([F:19])([F:18])[F:17])[N:13]=[C:12]([O:20][CH3:21])[C:11]=1[CH2:22][CH:23]=O)([C:4]([CH3:7])([CH3:6])[CH3:5])([CH3:3])[CH3:2].[NH2:25][CH:26]([C:33]1[CH:38]=[CH:37][CH:36]=[CH:35][CH:34]=1)[C:27]1[CH:32]=[CH:31][CH:30]=[CH:29][CH:28]=1.C(O[BH-](OC(=O)C)OC(=O)C)(=O)C.[Na+]. The catalyst is C(Cl)Cl. The product is [CH:26]([NH:25][CH2:23][CH2:22][C:11]1[C:12]([O:20][CH3:21])=[N:13][C:14]([C:16]([F:17])([F:18])[F:19])=[CH:15][C:10]=1[CH2:9][O:8][Si:1]([C:4]([CH3:5])([CH3:7])[CH3:6])([CH3:3])[CH3:2])([C:33]1[CH:34]=[CH:35][CH:36]=[CH:37][CH:38]=1)[C:27]1[CH:32]=[CH:31][CH:30]=[CH:29][CH:28]=1.